This data is from Full USPTO retrosynthesis dataset with 1.9M reactions from patents (1976-2016). The task is: Predict the reactants needed to synthesize the given product. (1) Given the product [CH3:15][O:14][CH2:13][O:12][CH2:11][C:8]1([CH3:10])[CH2:7][C:6]2[C:16]([CH3:17])=[C:2]([N:31]3[CH2:30][CH2:29][N:28]([C:25]4[CH:24]=[CH:23][C:22]([O:21][CH3:20])=[CH:27][CH:26]=4)[CH2:33][CH2:32]3)[C:3]([CH3:19])=[C:4]([CH3:18])[C:5]=2[O:9]1, predict the reactants needed to synthesize it. The reactants are: Br[C:2]1[C:3]([CH3:19])=[C:4]([CH3:18])[C:5]2[O:9][C:8]([CH2:11][O:12][CH2:13][O:14][CH3:15])([CH3:10])[CH2:7][C:6]=2[C:16]=1[CH3:17].[CH3:20][O:21][C:22]1[CH:27]=[CH:26][C:25]([N:28]2[CH2:33][CH2:32][NH:31][CH2:30][CH2:29]2)=[CH:24][CH:23]=1. (2) Given the product [F:1][C:2]1[CH:3]=[C:4]([C:5]2[N:6]=[C:14]([C:15]3[CH:16]=[N:17][CH:18]=[CH:19][CH:20]=3)[O:8][N:7]=2)[CH:9]=[CH:10][C:11]=1[F:12], predict the reactants needed to synthesize it. The reactants are: [F:1][C:2]1[CH:3]=[C:4]([CH:9]=[CH:10][C:11]=1[F:12])[C:5](=[N:7][OH:8])[NH2:6].Cl.[C:14](Cl)(=O)[C:15]1[CH:20]=[CH:19][CH:18]=[N:17][CH:16]=1.N. (3) Given the product [Cl:1][C:2]1[CH:7]=[CH:6][C:5]([C:8]2([C:11]([N:13]3[CH2:14][CH:15]4[C:20]5[CH:25]=[CH:24][CH:23]=[CH:22][C:21]=5[O:19][CH2:18][CH:16]4[CH2:17]3)=[O:12])[CH2:10][CH2:9]2)=[CH:4][CH:3]=1, predict the reactants needed to synthesize it. The reactants are: [Cl:1][C:2]1[CH:7]=[CH:6][C:5]([C:8]2([C:11]([N:13]3[CH2:17][CH:16]([CH2:18][OH:19])[CH:15]([C:20]4[CH:25]=[CH:24][CH:23]=[CH:22][C:21]=4O)[CH2:14]3)=[O:12])[CH2:10][CH2:9]2)=[CH:4][CH:3]=1.C1(P(C2C=CC=CC=2)C2C=CC=CC=2)C=CC=CC=1.N(C(OC(C)C)=O)=NC(OC(C)C)=O.O1CCCC1. (4) Given the product [Cl:1][C:2]1[CH:7]=[CH:6][C:5]([C:8]([F:9])([F:10])[F:11])=[CH:4][N+:3]=1[O-:20], predict the reactants needed to synthesize it. The reactants are: [Cl:1][C:2]1[CH:7]=[CH:6][C:5]([C:8]([F:11])([F:10])[F:9])=[CH:4][N:3]=1.ClC1C=CC=C(C(OO)=[O:20])C=1.S([O-])([O-])(=O)=S.[Na+].[Na+].C(=O)([O-])O.[Na+]. (5) Given the product [CH2:1]([O:5][CH2:6][CH2:7][O:8][C:9]1[CH:14]=[CH:13][C:12]([C:15]2[CH:16]=[CH:17][C:18]3[N:24]([C:25](=[O:30])[C:26]([F:27])([F:29])[F:28])[CH2:23][CH2:22][C:21]([C:31]([NH:33][C:34]4[CH:39]=[CH:38][C:37]([CH:40]([OH:47])[C:41]5[CH:46]=[CH:45][CH:44]=[CH:43][N+:42]=5[O-:63])=[C:36]([O:48][CH2:49][C:50]([F:53])([F:51])[F:52])[CH:35]=4)=[O:32])=[CH:20][C:19]=3[CH:54]=2)=[CH:11][CH:10]=1)[CH2:2][CH2:3][CH3:4], predict the reactants needed to synthesize it. The reactants are: [CH2:1]([O:5][CH2:6][CH2:7][O:8][C:9]1[CH:14]=[CH:13][C:12]([C:15]2[CH:16]=[CH:17][C:18]3[N:24]([C:25](=[O:30])[C:26]([F:29])([F:28])[F:27])[CH2:23][CH2:22][C:21]([C:31]([NH:33][C:34]4[CH:39]=[CH:38][C:37]([CH:40]([OH:47])[C:41]5[CH:46]=[CH:45][CH:44]=[CH:43][N:42]=5)=[C:36]([O:48][CH2:49][C:50]([F:53])([F:52])[F:51])[CH:35]=4)=[O:32])=[CH:20][C:19]=3[CH:54]=2)=[CH:11][CH:10]=1)[CH2:2][CH2:3][CH3:4].ClC1C=CC=C(C(OO)=[O:63])C=1.S([O-])([O-])(=O)=S.[Na+].[Na+]. (6) The reactants are: [F:1][C:2]1[CH:3]=[C:4]2[C:9](=[CH:10][CH:11]=1)[N:8]=[C:7]([CH:12]([N:14]1[C:18]3=[N:19][CH:20]=[N:21][C:22]([NH2:23])=[C:17]3[C:16](I)=[N:15]1)[CH3:13])[C:6]([C:25]1[CH:26]=[N:27][CH:28]=[C:29]([F:31])[CH:30]=1)=[CH:5]2.C([Sn](CCCC)(CCCC)[C:37]1[S:41][CH:40]=[N:39][CH:38]=1)CCC. Given the product [F:1][C:2]1[CH:3]=[C:4]2[C:9](=[CH:10][CH:11]=1)[N:8]=[C:7]([CH:12]([N:14]1[C:18]3=[N:19][CH:20]=[N:21][C:22]([NH2:23])=[C:17]3[C:16]([C:37]3[S:41][CH:40]=[N:39][CH:38]=3)=[N:15]1)[CH3:13])[C:6]([C:25]1[CH:26]=[N:27][CH:28]=[C:29]([F:31])[CH:30]=1)=[CH:5]2, predict the reactants needed to synthesize it.